This data is from Full USPTO retrosynthesis dataset with 1.9M reactions from patents (1976-2016). The task is: Predict the reactants needed to synthesize the given product. (1) Given the product [CH3:17][O:16][C:6]1[CH:5]=[C:4]([C:3]([O:2][CH3:1])=[O:18])[CH:12]=[C:11]([N+:13]([O-:15])=[O:14])[C:7]=1[C:8]([O:10][CH3:21])=[O:9], predict the reactants needed to synthesize it. The reactants are: [CH3:1][O:2][C:3](=[O:18])[C:4]1[CH:12]=[C:11]([N+:13]([O-:15])=[O:14])[C:7]([C:8]([OH:10])=[O:9])=[C:6]([O:16][CH3:17])[CH:5]=1.[N+](=[CH2:21])=[N-]. (2) Given the product [Cl:8][C:5]1[CH:6]=[CH:7][C:2]([NH:1][S:28]([C:25]2[CH:24]=[CH:23][C:22]([S:19]([CH3:18])(=[O:21])=[O:20])=[CH:27][CH:26]=2)(=[O:30])=[O:29])=[C:3]([C:9]([C:11]2[C:12]([CH3:17])=[N:13][CH:14]=[CH:15][CH:16]=2)=[O:10])[CH:4]=1, predict the reactants needed to synthesize it. The reactants are: [NH2:1][C:2]1[CH:7]=[CH:6][C:5]([Cl:8])=[CH:4][C:3]=1[C:9]([C:11]1[C:12]([CH3:17])=[N:13][CH:14]=[CH:15][CH:16]=1)=[O:10].[CH3:18][S:19]([C:22]1[CH:27]=[CH:26][C:25]([S:28](Cl)(=[O:30])=[O:29])=[CH:24][CH:23]=1)(=[O:21])=[O:20]. (3) Given the product [O:31]=[S:2]1(=[O:1])[C:7]2[CH:8]=[CH:9][CH:10]=[CH:11][C:6]=2[NH:5][C:4]([C:12]2[C:13](=[O:30])[N:14]([NH:23][CH2:24][C:25]3[CH:29]=[CH:28][O:27][CH:26]=3)[C:15]3[C:20]([C:21]=2[OH:22])=[CH:19][CH:18]=[CH:17][CH:16]=3)=[N:3]1, predict the reactants needed to synthesize it. The reactants are: [O:1]=[S:2]1(=[O:31])[C:7]2[CH:8]=[CH:9][CH:10]=[CH:11][C:6]=2[NH:5][C:4]([C:12]2[C:13](=[O:30])[N:14]([N:23]=[CH:24][C:25]3[CH:29]=[CH:28][O:27][CH:26]=3)[C:15]3[C:20]([C:21]=2[OH:22])=[CH:19][CH:18]=[CH:17][CH:16]=3)=[N:3]1.CO.[BH4-].[Li+].Cl. (4) Given the product [CH3:8][C@H:6]1[NH:7][C@@H:2]([CH3:1])[CH2:3][N:4]([C:9]2[CH:10]=[CH:11][C:12]([OH:30])=[C:13]([NH:15][S:16]([C:19]3[S:20][C:21]([C:24]4[CH:29]=[CH:28][CH:27]=[CH:26][N:25]=4)=[CH:22][CH:23]=3)(=[O:18])=[O:17])[CH:14]=2)[CH2:5]1, predict the reactants needed to synthesize it. The reactants are: [CH3:1][C@H:2]1[NH:7][C@@H:6]([CH3:8])[CH2:5][N:4]([C:9]2[CH:10]=[CH:11][C:12]([O:30]C)=[C:13]([NH:15][S:16]([C:19]3[S:20][C:21]([C:24]4[CH:29]=[CH:28][CH:27]=[CH:26][N:25]=4)=[CH:22][CH:23]=3)(=[O:18])=[O:17])[CH:14]=2)[CH2:3]1.B(Br)(Br)Br.O.C(=O)(O)[O-].[Na+]. (5) Given the product [Cl:1][C:2]1[CH:7]=[CH:6][CH:5]=[C:4]([F:8])[C:3]=1[NH:9][C:10]1[N:14]([CH3:15])[C:13]2[C:16]3[CH2:17][C:18]([CH3:26])([CH3:27])[O:19][C:20]=3[C:21]([C:23]([NH:37][C:36]3[CH:38]=[CH:39][CH:40]=[C:34]([C:33]([F:32])([F:41])[F:42])[CH:35]=3)=[O:24])=[CH:22][C:12]=2[N:11]=1, predict the reactants needed to synthesize it. The reactants are: [Cl:1][C:2]1[CH:7]=[CH:6][CH:5]=[C:4]([F:8])[C:3]=1[NH:9][C:10]1[N:14]([CH3:15])[C:13]2[C:16]3[CH2:17][C:18]([CH3:27])([CH3:26])[O:19][C:20]=3[C:21]([C:23](O)=[O:24])=[CH:22][C:12]=2[N:11]=1.S(Cl)(Cl)=O.[F:32][C:33]([F:42])([F:41])[C:34]1[CH:35]=[C:36]([CH:38]=[CH:39][CH:40]=1)[NH2:37].CCN(C(C)C)C(C)C.